From a dataset of Forward reaction prediction with 1.9M reactions from USPTO patents (1976-2016). Predict the product of the given reaction. (1) Given the reactants [NH3:1].[NH2:2][C@H:3]([C:9]([O-:11])=[O:10])CCC([O-])=O.C([O-])(=O)C([NH:14][C:15]([NH2:17])=[O:16])[NH:14][C:15]([NH2:17])=[O:16], predict the reaction product. The product is: [NH:14]([NH:2][CH2:3][C:9]([OH:11])=[O:10])[C:15]([NH2:17])=[O:16].[NH3:1]. (2) The product is: [CH3:23][C:15]1[N:16]=[C:17]([NH:19][C:20]([NH2:22])=[NH:21])[S:18][C:14]=1[C:12]1[N:13]=[C:9]([NH:8][C:5]2[CH:6]=[CH:7][C:2]([O:24][C:25]3[CH:30]=[CH:29][CH:28]=[CH:27][CH:26]=3)=[CH:3][CH:4]=2)[S:10][CH:11]=1. Given the reactants N[C:2]1[CH:7]=[CH:6][C:5]([NH:8][C:9]2[S:10][CH:11]=[C:12]([C:14]3[S:18][C:17]([NH:19][C:20]([NH2:22])=[NH:21])=[N:16][C:15]=3[CH3:23])[N:13]=2)=[CH:4][CH:3]=1.[O:24](C1C=CC(NC(N)=S)=CC=1)[C:25]1[CH:30]=[CH:29][CH:28]=[CH:27][CH:26]=1, predict the reaction product.